The task is: Predict the product of the given reaction.. This data is from Forward reaction prediction with 1.9M reactions from USPTO patents (1976-2016). (1) Given the reactants CCN(C(C)C)C(C)C.[Cl:10][C:11]1[CH:16]=[C:15]([Cl:17])[CH:14]=[CH:13][C:12]=1[S:18](Cl)(=[O:20])=[O:19].[NH2:22][CH2:23][CH:24]([NH:51][C:52](=[O:61])[O:53][CH2:54][C:55]1[CH:60]=[CH:59][CH:58]=[CH:57][CH:56]=1)[C:25](=[O:50])[NH:26][CH:27]([C:36](=[O:49])[N:37]([CH2:41][CH:42]([O:46][CH2:47][CH3:48])[O:43][CH2:44][CH3:45])[CH:38]([CH3:40])[CH3:39])[CH2:28][C:29]1[CH:34]=[CH:33][C:32]([Cl:35])=[CH:31][CH:30]=1, predict the reaction product. The product is: [CH2:54]([O:53][C:52](=[O:61])[NH:51][CH:24]([C:25](=[O:50])[NH:26][CH:27]([C:36](=[O:49])[N:37]([CH2:41][CH:42]([O:43][CH2:44][CH3:45])[O:46][CH2:47][CH3:48])[CH:38]([CH3:40])[CH3:39])[CH2:28][C:29]1[CH:30]=[CH:31][C:32]([Cl:35])=[CH:33][CH:34]=1)[CH2:23][NH:22][S:18]([C:12]1[CH:13]=[CH:14][C:15]([Cl:17])=[CH:16][C:11]=1[Cl:10])(=[O:20])=[O:19])[C:55]1[CH:56]=[CH:57][CH:58]=[CH:59][CH:60]=1. (2) Given the reactants [CH2:1]([O:8][C:9]1[CH:14]=[CH:13][C:12]([CH2:15][C:16]([OH:18])=O)=[CH:11][CH:10]=1)[C:2]1[CH:7]=[CH:6][CH:5]=[CH:4][CH:3]=1.[CH2:19]([N:22]1[C:31](=[O:32])[C:30]2[NH:29][C:28]([C:33]3[N:37]([CH3:38])[N:36]=[C:35]([NH2:39])[CH:34]=3)=[N:27][C:26]=2[N:25]([CH2:40][CH2:41][CH3:42])[C:23]1=[O:24])[CH2:20][CH3:21], predict the reaction product. The product is: [CH3:42][CH2:41][CH2:40][N:25]1[C:23](=[O:24])[N:22]([CH2:19][CH2:20][CH3:21])[C:31](=[O:32])[C:30]2[C:26]1=[N:27]/[C:28](/[N:29]=2)=[C:33]1/[CH:34]=[C:35]([NH:39][C:16]([CH2:15][C:12]2[CH:11]=[CH:10][C:9]([O:8][CH2:1][C:2]3[CH:3]=[CH:4][CH:5]=[CH:6][CH:7]=3)=[CH:14][CH:13]=2)=[O:18])[NH:36][N:37]/1[CH3:38]. (3) Given the reactants [CH3:1][C:2](C)([O-])C.[K+].[C:7]([NH:10][O:11][CH2:12][CH3:13])(=[O:9])[CH3:8].Cl[C:15]1[C:24]2[C:19](=[CH:20][CH:21]=[CH:22][CH:23]=2)C=C[N:16]=1, predict the reaction product. The product is: [C:12]1([O:11]/[N:10]=[C:7](/[O:9][CH2:1][CH3:2])\[CH3:8])[C:13]2[C:23](=[CH:22][CH:21]=[CH:20][CH:19]=2)[CH:24]=[CH:15][N:16]=1. (4) Given the reactants Cl[C:2]1[C:11]2[C:6](=[CH:7][C:8]([Cl:12])=[CH:9][CH:10]=2)[N:5]=[CH:4][CH:3]=1.[NH2:13][CH2:14][C:15]([OH:17])=[O:16].C1(O)C=CC=CC=1, predict the reaction product. The product is: [Cl:12][C:8]1[CH:7]=[C:6]2[C:11]([C:2]([NH:13][CH2:14][C:15]([OH:17])=[O:16])=[CH:3][CH:4]=[N:5]2)=[CH:10][CH:9]=1. (5) Given the reactants [H-].[Na+].[Br:3][C:4]1[CH:13]=[C:12]2[C:7]([CH2:8][C:9]([CH3:16])([CH3:15])[CH2:10][C:11]2=O)=[CH:6][CH:5]=1.[CH3:17]S(C)=O, predict the reaction product. The product is: [Br:3][C:4]1[CH:13]=[C:12]2[C:7]([CH2:8][C:9]([CH3:16])([CH3:15])[CH2:10][C:11]2=[CH2:17])=[CH:6][CH:5]=1. (6) Given the reactants FC(F)(F)S(O[C:7]1=[CH:8][CH:9]([O:24][Si:25]([C:38]([CH3:41])([CH3:40])[CH3:39])([C:32]2[CH:37]=[CH:36][CH:35]=[CH:34][CH:33]=2)[C:26]2[CH:31]=[CH:30][CH:29]=[CH:28][CH:27]=2)[CH2:10][CH2:11][C:12]2[C:17]([O:18][CH3:19])=[C:16]([O:20][CH3:21])[C:15]([O:22][CH3:23])=[CH:14][C:13]1=2)(=O)=O.[CH3:44][O:45][C:46]1[CH:52]=[CH:51][C:50](B2OC(C)(C)C(C)(C)O2)=[CH:49][C:47]=1[NH2:48].C([O-])([O-])=O.[K+].[K+], predict the reaction product. The product is: [Si:25]([O:24][CH:9]1[CH:8]=[C:7]([C:50]2[CH:51]=[CH:52][C:46]([O:45][CH3:44])=[C:47]([CH:49]=2)[NH2:48])[C:13]2[CH:14]=[C:15]([O:22][CH3:23])[C:16]([O:20][CH3:21])=[C:17]([O:18][CH3:19])[C:12]=2[CH2:11][CH2:10]1)([C:38]([CH3:39])([CH3:40])[CH3:41])([C:26]1[CH:31]=[CH:30][CH:29]=[CH:28][CH:27]=1)[C:32]1[CH:37]=[CH:36][CH:35]=[CH:34][CH:33]=1. (7) Given the reactants [O:1]=[C:2]1[CH2:7][NH:6][CH2:5][CH2:4][N:3]1[CH:8]1[CH2:17][CH2:16][C:15]2[CH:14]=[C:13]([C:18]#[N:19])[CH:12]=[CH:11][C:10]=2[CH2:9]1.[CH3:20][O:21][C:22]1[CH:27]=[C:26]([N+:28]([O-:30])=[O:29])[CH:25]=[CH:24][C:23]=1[CH2:31][CH:32]=O, predict the reaction product. The product is: [CH3:20][O:21][C:22]1[CH:27]=[C:26]([N+:28]([O-:30])=[O:29])[CH:25]=[CH:24][C:23]=1[CH2:31][CH2:32][N:6]1[CH2:5][CH2:4][N:3]([CH:8]2[CH2:17][CH2:16][C:15]3[CH:14]=[C:13]([C:18]#[N:19])[CH:12]=[CH:11][C:10]=3[CH2:9]2)[C:2](=[O:1])[CH2:7]1. (8) Given the reactants P(Cl)(Cl)([Cl:3])=O.O=[C:7]1[C:16]2[C:11](=[CH:12][C:13]([O:28][CH3:29])=[C:14]([O:17][CH:18]3[CH2:27][CH2:26][C:21]4([O:25][CH2:24][CH2:23][O:22]4)[CH2:20][CH2:19]3)[CH:15]=2)[N:10]=[CH:9][NH:8]1.C(N(CC)CC)C, predict the reaction product. The product is: [Cl:3][C:7]1[C:16]2[C:11](=[CH:12][C:13]([O:28][CH3:29])=[C:14]([O:17][CH:18]3[CH2:27][CH2:26][C:21]4([O:25][CH2:24][CH2:23][O:22]4)[CH2:20][CH2:19]3)[CH:15]=2)[N:10]=[CH:9][N:8]=1. (9) Given the reactants [CH2:1]([NH:8][CH:9]1[CH2:14][CH2:13][C:12]([C:18]2[CH:23]=[CH:22][CH:21]=[CH:20][CH:19]=2)([N:15]([CH3:17])[CH3:16])[CH2:11][CH2:10]1)[C:2]1[CH:7]=[CH:6][CH:5]=[CH:4][CH:3]=1.Cl.O.[Cl:26][Si](C)(C)C, predict the reaction product. The product is: [ClH:26].[CH2:1]([NH:8][CH:9]1[CH2:14][CH2:13][C:12]([C:18]2[CH:23]=[CH:22][CH:21]=[CH:20][CH:19]=2)([N:15]([CH3:17])[CH3:16])[CH2:11][CH2:10]1)[C:2]1[CH:3]=[CH:4][CH:5]=[CH:6][CH:7]=1.